Regression. Given a peptide amino acid sequence and an MHC pseudo amino acid sequence, predict their binding affinity value. This is MHC class II binding data. From a dataset of Peptide-MHC class II binding affinity with 134,281 pairs from IEDB. The peptide sequence is RCYSLYIAENGELTE. The MHC is DRB1_0401 with pseudo-sequence DRB1_0401. The binding affinity (normalized) is 0.543.